From a dataset of Full USPTO retrosynthesis dataset with 1.9M reactions from patents (1976-2016). Predict the reactants needed to synthesize the given product. (1) Given the product [OH:26][NH:25][C:58]([C:52]1([CH2:51][S:48]([N:45]2[CH2:46][CH2:47][N:42]([C:39]3[CH:38]=[CH:37][C:36]([C:32]4[CH:31]=[N:30][CH:35]=[CH:34][CH:33]=4)=[CH:41][CH:40]=3)[CH2:43][CH2:44]2)(=[O:49])=[O:50])[CH2:57][CH2:56][O:55][CH2:54][CH2:53]1)=[O:60], predict the reactants needed to synthesize it. The reactants are: O1C=CC=C1C1C=CC(N2CCN(S(CC(C(C)C)C([NH:25][OH:26])=O)(=O)=O)CC2)=CC=1.[N:30]1[CH:35]=[CH:34][CH:33]=[C:32]([C:36]2[CH:41]=[CH:40][C:39]([N:42]3[CH2:47][CH2:46][N:45]([S:48]([CH2:51][C:52]4([C:58]([OH:60])=O)[CH2:57][CH2:56][O:55][CH2:54][CH2:53]4)(=[O:50])=[O:49])[CH2:44][CH2:43]3)=[CH:38][CH:37]=2)[CH:31]=1. (2) Given the product [CH2:21]([N:11]1[C:12]2[C:7](=[C:6]([OH:35])[C:5]([C:3]([OH:4])=[O:2])=[N:14][C:13]=2[C:15]2[CH:16]=[N:17][CH:18]=[CH:19][CH:20]=2)[CH:8]=[C:9]([C:29]2[CH:34]=[CH:33][CH:32]=[CH:31][CH:30]=2)[C:10]1=[O:28])[C:22]1[CH:27]=[CH:26][CH:25]=[CH:24][CH:23]=1, predict the reactants needed to synthesize it. The reactants are: C[O:2][C:3]([C:5]1[C:6]([OH:35])=[C:7]2[C:12](=[C:13]([C:15]3[CH:16]=[N:17][CH:18]=[CH:19][CH:20]=3)[N:14]=1)[N:11]([CH2:21][C:22]1[CH:27]=[CH:26][CH:25]=[CH:24][CH:23]=1)[C:10](=[O:28])[C:9]([C:29]1[CH:34]=[CH:33][CH:32]=[CH:31][CH:30]=1)=[CH:8]2)=[O:4].[OH-].[Na+].CO. (3) Given the product [F:1][C:2]1[CH:10]=[CH:9][C:5]2[CH:6]=[CH:7][O:8][C:4]=2[C:3]=1[C:11]1[C:12](=[O:33])[NH:13][C:14](=[O:32])[C:15]=1[C:16]1[C:24]2[C:19](=[CH:20][CH:21]=[CH:22][CH:23]=2)[N:18]([C@H:25]2[CH2:26][CH2:27][C@@H:28]([OH:31])[CH2:29][CH2:30]2)[CH:17]=1.[F:1][C:2]1[CH:10]=[CH:9][C:5]2[CH:6]=[CH:7][O:8][C:4]=2[C:3]=1[C:11]1[C:12](=[O:33])[NH:13][C:14](=[O:32])[C:15]=1[C:16]1[C:24]2[C:19](=[CH:20][CH:21]=[CH:22][CH:23]=2)[N:18]([C@H:25]2[CH2:26][CH2:27][C@H:28]([OH:31])[CH2:29][CH2:30]2)[CH:17]=1, predict the reactants needed to synthesize it. The reactants are: [F:1][C:2]1[CH:10]=[CH:9][C:5]2[CH:6]=[CH:7][O:8][C:4]=2[C:3]=1[C:11]1[C:12](=[O:33])[NH:13][C:14](=[O:32])[C:15]=1[C:16]1[C:24]2[C:19](=[CH:20][CH:21]=[CH:22][CH:23]=2)[N:18]([CH:25]2[CH2:30][CH2:29][C:28](=[O:31])[CH2:27][CH2:26]2)[CH:17]=1.[BH4-].[Na+]. (4) Given the product [CH3:22][O:23][CH2:24][O:5][C:4]1[CH:3]=[C:2]([CH:10]=[CH:9][C:6]=1[O:7][CH3:8])[C:1]([OH:12])=[O:11], predict the reactants needed to synthesize it. The reactants are: [C:1]([OH:12])(=[O:11])[C:2]1[CH:10]=[CH:9][C:6]([O:7][CH3:8])=[C:4]([OH:5])[CH:3]=1.C(N(C(C)C)CC)(C)C.[CH3:22][O:23][CH2:24]Cl. (5) Given the product [CH2:1]([C:3]1[C:8]([NH2:9])=[CH:7][CH:6]=[CH:5][N:4]=1)[CH3:2], predict the reactants needed to synthesize it. The reactants are: [CH:1]([C:3]1[C:8]([N+:9]([O-])=O)=[CH:7][CH:6]=[CH:5][N:4]=1)=[CH2:2]. (6) Given the product [Cl:1][C:2]1[CH:3]=[N:4][C:5]2[N:6]([N:8]=[C:9]([CH2:11][C:21]3[C:22](=[O:24])[O:23][C:18]([CH:13]4[CH2:14][CH2:15][CH2:16][CH2:17]4)([CH2:26][CH2:27][C:28]4[CH:33]=[CH:32][C:31]([OH:34])=[C:30]([CH2:35][C:36]([F:38])([F:39])[F:37])[CH:29]=4)[CH2:19][C:20]=3[OH:25])[N:10]=2)[CH:7]=1, predict the reactants needed to synthesize it. The reactants are: [Cl:1][C:2]1[CH:3]=[N:4][C:5]2[N:6]([N:8]=[C:9]([CH:11]=O)[N:10]=2)[CH:7]=1.[CH:13]1([C:18]2([CH2:26][CH2:27][C:28]3[CH:33]=[CH:32][C:31]([OH:34])=[C:30]([CH2:35][C:36]([F:39])([F:38])[F:37])[CH:29]=3)[O:23][C:22](=[O:24])[CH2:21][C:20](=[O:25])[CH2:19]2)[CH2:17][CH2:16][CH2:15][CH2:14]1.